From a dataset of Peptide-MHC class I binding affinity with 185,985 pairs from IEDB/IMGT. Regression. Given a peptide amino acid sequence and an MHC pseudo amino acid sequence, predict their binding affinity value. This is MHC class I binding data. (1) The peptide sequence is GYDRRGEKY. The MHC is HLA-A02:01 with pseudo-sequence HLA-A02:01. The binding affinity (normalized) is 0.0847. (2) The peptide sequence is FAATSREAL. The MHC is H-2-Kb with pseudo-sequence H-2-Kb. The binding affinity (normalized) is 0.0979.